Dataset: Catalyst prediction with 721,799 reactions and 888 catalyst types from USPTO. Task: Predict which catalyst facilitates the given reaction. (1) Reactant: [C:1]1([C:7]#[C:8][CH2:9][NH2:10])[CH:6]=[CH:5][CH:4]=[CH:3][CH:2]=1.[CH:11]1([C:18]2[CH:27]=[CH:26][C:21]3[NH:22][C:23](=[O:25])[O:24][C:20]=3[CH:19]=2)[CH2:16][CH2:15][C:14](=O)[CH2:13][CH2:12]1. Product: [C:1]1([C:7]#[C:8][CH2:9][NH:10][C@H:14]2[CH2:15][CH2:16][C@H:11]([C:18]3[CH:27]=[CH:26][C:21]4[NH:22][C:23](=[O:25])[O:24][C:20]=4[CH:19]=3)[CH2:12][CH2:13]2)[CH:6]=[CH:5][CH:4]=[CH:3][CH:2]=1. The catalyst class is: 1. (2) Product: [CH2:1]([C:8]1[CH:15]=[CH:14][C:11]([CH2:12][N:19]2[CH:20]=[CH:21][CH:22]=[C:23]([C:24]([O:26][CH3:27])=[O:25])[C:18]2=[O:17])=[CH:10][CH:9]=1)[C:2]1[CH:7]=[CH:6][CH:5]=[CH:4][CH:3]=1. Reactant: [CH2:1]([C:8]1[CH:15]=[CH:14][C:11]([CH2:12]Cl)=[CH:10][CH:9]=1)[C:2]1[CH:7]=[CH:6][CH:5]=[CH:4][CH:3]=1.Cl.[O:17]=[C:18]1[C:23]([C:24]([O:26][CH3:27])=[O:25])=[CH:22][CH:21]=[CH:20][NH:19]1.[H-].[Na+]. The catalyst class is: 3.